Dataset: Forward reaction prediction with 1.9M reactions from USPTO patents (1976-2016). Task: Predict the product of the given reaction. (1) Given the reactants [Cl:1][C:2]1[CH:3]=[N+:4]([O-])[CH:5]=[CH:6][CH:7]=1.[CH3:9][N:10](C)C(Cl)=O.C[Si](C#N)(C)C, predict the reaction product. The product is: [Cl:1][C:2]1[C:3]([C:9]#[N:10])=[N:4][CH:5]=[CH:6][CH:7]=1. (2) Given the reactants C([O:8][C:9]1[CH:26]=[C:25]([Cl:27])[C:12]([CH2:13][N:14]2[CH2:18][CH2:17][C:16]3([CH2:23][CH2:22][CH2:21][CH2:20][CH2:19]3)[C:15]2=[O:24])=[C:11]([Cl:28])[CH:10]=1)C1C=CC=CC=1, predict the reaction product. The product is: [Cl:28][C:11]1[CH:10]=[C:9]([OH:8])[CH:26]=[C:25]([Cl:27])[C:12]=1[CH2:13][N:14]1[CH2:18][CH2:17][C:16]2([CH2:19][CH2:20][CH2:21][CH2:22][CH2:23]2)[C:15]1=[O:24]. (3) Given the reactants [F:1][C:2]([F:9])([F:8])[C:3]1[CH:7]=[CH:6][NH:5][N:4]=1.C(N(CC)CC)C.[CH3:17][N:18]([CH3:23])[S:19](Cl)(=[O:21])=[O:20], predict the reaction product. The product is: [CH3:17][N:18]([CH3:23])[S:19]([N:5]1[CH:6]=[CH:7][C:3]([C:2]([F:9])([F:8])[F:1])=[N:4]1)(=[O:21])=[O:20]. (4) The product is: [CH:1]1([CH2:4][NH:5][C:6]([C:8]2[C:16]3[C:11](=[CH:12][C:13]([OH:17])=[CH:14][CH:15]=3)[N:10]([CH3:19])[C:9]=2[CH3:20])=[O:7])[CH2:3][CH2:2]1. Given the reactants [CH:1]1([CH2:4][NH:5][C:6]([C:8]2[C:16]3[C:11](=[CH:12][C:13]([O:17]C)=[CH:14][CH:15]=3)[N:10]([CH3:19])[C:9]=2[CH3:20])=[O:7])[CH2:3][CH2:2]1.B(Br)(Br)Br.C(Cl)Cl, predict the reaction product. (5) Given the reactants Br[C:2]1[CH:3]=[C:4]2[C:9](=[CH:10][CH:11]=1)[N:8]1[CH:12]=[N:13][N:14]=[C:7]1[CH2:6][CH2:5]2.[CH:15]1([C:18]2[N:22]=[C:21]([C:23]3([C:26]4[CH:27]=[C:28](B(O)O)[CH:29]=[N:30][CH:31]=4)[CH2:25][CH2:24]3)[O:20][N:19]=2)[CH2:17][CH2:16]1.C(=O)([O-])[O-].[K+].[K+].C(O)(C)(C)C, predict the reaction product. The product is: [CH:15]1([C:18]2[N:22]=[C:21]([C:23]3([C:26]4[CH:27]=[C:28]([C:2]5[CH:3]=[C:4]6[C:9](=[CH:10][CH:11]=5)[N:8]5[CH:12]=[N:13][N:14]=[C:7]5[CH2:6][CH2:5]6)[CH:29]=[N:30][CH:31]=4)[CH2:25][CH2:24]3)[O:20][N:19]=2)[CH2:17][CH2:16]1.